This data is from Peptide-MHC class I binding affinity with 185,985 pairs from IEDB/IMGT. The task is: Regression. Given a peptide amino acid sequence and an MHC pseudo amino acid sequence, predict their binding affinity value. This is MHC class I binding data. (1) The peptide sequence is LVRAYHAMS. The MHC is HLA-A30:02 with pseudo-sequence HLA-A30:02. The binding affinity (normalized) is 0.297. (2) The peptide sequence is GELRKAICL. The MHC is HLA-B57:01 with pseudo-sequence HLA-B57:01. The binding affinity (normalized) is 0.0847. (3) The MHC is HLA-A68:01 with pseudo-sequence HLA-A68:01. The binding affinity (normalized) is 0.150. The peptide sequence is VTRKCPQKK. (4) The peptide sequence is VLYGPDAPTI. The MHC is HLA-A02:06 with pseudo-sequence HLA-A02:06. The binding affinity (normalized) is 0.382. (5) The peptide sequence is GTGTHPTTA. The MHC is HLA-A03:01 with pseudo-sequence HLA-A03:01. The binding affinity (normalized) is 0.0847. (6) The peptide sequence is STIANSNIIK. The MHC is HLA-A11:01 with pseudo-sequence HLA-A11:01. The binding affinity (normalized) is 1.00.